This data is from Catalyst prediction with 721,799 reactions and 888 catalyst types from USPTO. The task is: Predict which catalyst facilitates the given reaction. Reactant: [ClH:1].C(OCC)(=O)C.COC[O:11][C:12]1[CH:39]=[CH:38][C:15]2[CH2:16][C:17]([C:20]3[N:25]=[CH:24][C:23]([O:26][CH2:27][C@@H:28]([NH:30]C(=O)OC(C)(C)C)[CH3:29])=[CH:22][CH:21]=3)([CH3:19])[O:18][C:14]=2[CH:13]=1. Product: [ClH:1].[ClH:1].[NH2:30][C@@H:28]([CH3:29])[CH2:27][O:26][C:23]1[CH:22]=[CH:21][C:20]([C:17]2([CH3:19])[CH2:16][C:15]3[CH:38]=[CH:39][C:12]([OH:11])=[CH:13][C:14]=3[O:18]2)=[N:25][CH:24]=1. The catalyst class is: 13.